Dataset: Peptide-MHC class II binding affinity with 134,281 pairs from IEDB. Task: Regression. Given a peptide amino acid sequence and an MHC pseudo amino acid sequence, predict their binding affinity value. This is MHC class II binding data. (1) The peptide sequence is GRYKDEKDVTDITVK. The MHC is HLA-DQA10401-DQB10402 with pseudo-sequence HLA-DQA10401-DQB10402. The binding affinity (normalized) is 0. (2) The binding affinity (normalized) is 0.435. The peptide sequence is ALAAAGLVGVLAGLAK. The MHC is DRB1_0301 with pseudo-sequence DRB1_0301. (3) The peptide sequence is EGGAHLVQDDVIPAN. The MHC is DRB1_0802 with pseudo-sequence DRB1_0802. The binding affinity (normalized) is 0.547. (4) The peptide sequence is FDISKISGEWYSIFL. The MHC is DRB1_1101 with pseudo-sequence DRB1_1101. The binding affinity (normalized) is 0.226. (5) The peptide sequence is GSCWAFSGVAATESA. The MHC is DRB1_1501 with pseudo-sequence DRB1_1501. The binding affinity (normalized) is 0.521.